Task: Predict the reactants needed to synthesize the given product.. Dataset: Full USPTO retrosynthesis dataset with 1.9M reactions from patents (1976-2016) (1) Given the product [NH2:24][CH:9]([CH2:10][C:11]1[CH:16]=[CH:15][CH:14]=[C:13]([S:17]([C:20]([F:22])([F:23])[F:21])(=[O:19])=[O:18])[CH:12]=1)[CH:8]([C:5]1[CH:4]=[CH:3][C:2]([F:1])=[CH:7][CH:6]=1)[OH:32], predict the reactants needed to synthesize it. The reactants are: [F:1][C:2]1[CH:7]=[CH:6][C:5]([CH:8]([OH:32])[CH:9]([NH:24]C(=O)OC(C)(C)C)[CH2:10][C:11]2[CH:16]=[CH:15][CH:14]=[C:13]([S:17]([C:20]([F:23])([F:22])[F:21])(=[O:19])=[O:18])[CH:12]=2)=[CH:4][CH:3]=1.FC(F)(F)C(O)=O. (2) Given the product [F:1][C:2]1[CH:11]=[CH:10][CH:9]=[C:8]2[C:3]=1[CH:4]=[CH:5][C:6]([C:16]1[CH:17]=[C:18]([CH2:22][N:23]3[CH:27]=[CH:26][N:25]=[C:24]3[CH3:28])[N:19]=[N:20][CH:21]=1)=[CH:7]2, predict the reactants needed to synthesize it. The reactants are: [F:1][C:2]1[CH:11]=[CH:10][CH:9]=[C:8]2[C:3]=1[CH:4]=[CH:5][C:6](B(O)O)=[CH:7]2.Cl[C:16]1[CH:17]=[C:18]([CH2:22][N:23]2[CH:27]=[CH:26][N:25]=[C:24]2[CH3:28])[N:19]=[N:20][CH:21]=1.